Dataset: Forward reaction prediction with 1.9M reactions from USPTO patents (1976-2016). Task: Predict the product of the given reaction. (1) The product is: [NH2:16][C:17]1[N:7]2[C:2]([Cl:1])=[N:3][CH:4]=[C:5]([O:10][CH3:11])[C:6]2=[N:8][N:9]=1. Given the reactants [Cl:1][C:2]1[N:7]=[C:6]([NH:8][NH2:9])[C:5]([O:10][CH3:11])=[CH:4][N:3]=1.CC(O)C.[N:16]#[C:17]Cl.C(=O)([O-])[O-].[Na+].[Na+], predict the reaction product. (2) Given the reactants [Si]([O:8][C@H:9]([C:36]1[CH:41]=[CH:40][C:39]([OH:42])=[C:38]([CH2:43][OH:44])[CH:37]=1)[CH2:10][NH:11][C@H:12]([CH3:35])[CH2:13][C:14]1[CH:15]=[C:16]2[C:20](=[CH:21][CH:22]=1)[NH:19][C:18]([C:23]([NH:25][CH2:26][C:27]1[CH:32]=[CH:31][CH:30]=[CH:29][C:28]=1[O:33][CH3:34])=[O:24])=[CH:17]2)(C(C)(C)C)(C)C.[F-].[NH4+], predict the reaction product. The product is: [OH:8][C@H:9]([C:36]1[CH:41]=[CH:40][C:39]([OH:42])=[C:38]([CH2:43][OH:44])[CH:37]=1)[CH2:10][NH:11][C@H:12]([CH3:35])[CH2:13][C:14]1[CH:15]=[C:16]2[C:20](=[CH:21][CH:22]=1)[NH:19][C:18]([C:23]([NH:25][CH2:26][C:27]1[CH:32]=[CH:31][CH:30]=[CH:29][C:28]=1[O:33][CH3:34])=[O:24])=[CH:17]2. (3) Given the reactants CO[C:3]([C:5]1[C:6](=[O:16])[S:7][C:8]2[C:13]([C:14]=1[OH:15])=[CH:12][CH:11]=[CH:10][CH:9]=2)=[O:4].[NH2:17][CH2:18][C:19]([O-:21])=[O:20].[Na+], predict the reaction product. The product is: [OH:15][C:14]1[C:13]2[C:8](=[CH:9][CH:10]=[CH:11][CH:12]=2)[S:7][C:6](=[O:16])[C:5]=1[C:3]([NH:17][CH2:18][C:19]([OH:21])=[O:20])=[O:4].